From a dataset of NCI-60 drug combinations with 297,098 pairs across 59 cell lines. Regression. Given two drug SMILES strings and cell line genomic features, predict the synergy score measuring deviation from expected non-interaction effect. Drug 1: C1CC(=O)NC(=O)C1N2CC3=C(C2=O)C=CC=C3N. Cell line: OVCAR-4. Drug 2: COC1=NC(=NC2=C1N=CN2C3C(C(C(O3)CO)O)O)N. Synergy scores: CSS=1.12, Synergy_ZIP=0.283, Synergy_Bliss=1.69, Synergy_Loewe=-6.48, Synergy_HSA=-0.876.